Dataset: M1 muscarinic receptor antagonist screen with 61,756 compounds. Task: Binary Classification. Given a drug SMILES string, predict its activity (active/inactive) in a high-throughput screening assay against a specified biological target. (1) The molecule is O=C(Nc1cc2CCCc2cc1)C1CCCN(C1)c1ncccn1. The result is 0 (inactive). (2) The drug is S1c2c(N(CC(=O)NCC(OCC)=O)C(=O)CC1)cccc2. The result is 0 (inactive). (3) The compound is O=C(NCc1ccccc1)C1CCN(CC1)C(=O)NCc1ccccc1. The result is 0 (inactive). (4) The molecule is Fc1ccc(CN2CCN(C2=O)CC(=O)NCCc2cc(OCC)c(OCC)cc2)cc1. The result is 0 (inactive). (5) The molecule is S(=O)(=O)(N1CCOCC1)c1ccc(OCC(O)CN2CCc3c(C2)cccc3)cc1. The result is 1 (active). (6) The compound is O=C1N(C(\C(C1=O)=C(\O)c1cc(OC)c(OC)cc1)c1ccccc1)CCCN(C)C. The result is 0 (inactive). (7) The drug is OC(Cn1c2c(n(c1=N)CC)cccc2)c1occc1. The result is 0 (inactive). (8) The drug is s1nc(c(N)c1C(=O)N(C(c1oc(cc1)C)C(=O)NCCOC)c1cc(cc(c1)C)C)C(=O)N. The result is 0 (inactive). (9) The drug is O1c2cc(Nc3nc4c(nc3n3nc(cc3C)C)cccc4)ccc2OC1. The result is 0 (inactive).